This data is from Catalyst prediction with 721,799 reactions and 888 catalyst types from USPTO. The task is: Predict which catalyst facilitates the given reaction. (1) Reactant: [N:1]1([C:11]([O:13][C:14]([CH3:17])([CH3:16])[CH3:15])=[O:12])[CH2:6][CH2:5][CH2:4][CH:3]([C:7]([O:9][CH3:10])=[O:8])[CH2:2]1.[Li+].C[Si]([N-][Si](C)(C)C)(C)C.[CH2:28](Br)[CH:29]=[CH2:30]. Product: [CH2:30]([C:3]1([C:7]([O:9][CH3:10])=[O:8])[CH2:4][CH2:5][CH2:6][N:1]([C:11]([O:13][C:14]([CH3:17])([CH3:16])[CH3:15])=[O:12])[CH2:2]1)[CH:29]=[CH2:28]. The catalyst class is: 7. (2) Reactant: [CH2:1]([C:3]1[CH2:4][CH:5]2[CH:8]([CH:9]=1)[C:7](=[C:10]([C:16]([O:18][CH2:19][CH3:20])=[O:17])[C:11]([O:13][CH2:14][CH3:15])=[O:12])[CH2:6]2)[CH3:2].C1CCN2C(=NCCC2)CC1.[N+:32]([CH3:35])([O-:34])=[O:33]. Product: [CH2:1]([C:3]1[CH2:4][CH:5]2[CH:8]([CH:9]=1)[C:7]([CH:10]([C:16]([O:18][CH2:19][CH3:20])=[O:17])[C:11]([O:13][CH2:14][CH3:15])=[O:12])([CH2:35][N+:32]([O-:34])=[O:33])[CH2:6]2)[CH3:2]. The catalyst class is: 11. (3) Reactant: [N:1]([CH2:4][CH2:5][CH2:6][CH2:7][OH:8])=[N+:2]=[N-:3].[H-].[Na+].[Cl:11][C:12]1[CH:17]=[CH:16][C:15]([CH:18]([C:42]2[CH:47]=[CH:46][C:45]([Cl:48])=[CH:44][CH:43]=2)[C:19]2[CH:20]=[C:21]3[C:26](=[CH:27][CH:28]=2)[N:25]=[C:24](Cl)[N:23]=[C:22]3[NH:30][CH2:31][C:32]2[CH:37]=[CH:36][CH:35]=[C:34]([C:38]([F:41])([F:40])[F:39])[CH:33]=2)=[CH:14][CH:13]=1. Product: [N:1]([CH2:4][CH2:5][CH2:6][CH2:7][O:8][C:24]1[N:23]=[C:22]([NH:30][CH2:31][C:32]2[CH:37]=[CH:36][CH:35]=[C:34]([C:38]([F:39])([F:40])[F:41])[CH:33]=2)[C:21]2[C:26](=[CH:27][CH:28]=[C:19]([CH:18]([C:15]3[CH:14]=[CH:13][C:12]([Cl:11])=[CH:17][CH:16]=3)[C:42]3[CH:47]=[CH:46][C:45]([Cl:48])=[CH:44][CH:43]=3)[CH:20]=2)[N:25]=1)=[N+:2]=[N-:3]. The catalyst class is: 7. (4) Reactant: C(OC([N:8]1[CH2:13][CH2:12][CH:11]([NH:14][C:15]2[N:16]=[CH:17][C:18]3[C:23]([CH3:25])([CH3:24])[O:22][C:21]([CH3:27])([CH3:26])[C:19]=3[N:20]=2)[CH2:10][CH2:9]1)=O)(C)(C)C.[ClH:28]. Product: [ClH:28].[ClH:28].[NH:8]1[CH2:9][CH2:10][CH:11]([NH:14][C:15]2[N:16]=[CH:17][C:18]3[C:23]([CH3:25])([CH3:24])[O:22][C:21]([CH3:27])([CH3:26])[C:19]=3[N:20]=2)[CH2:12][CH2:13]1. The catalyst class is: 12. (5) Reactant: [CH2:1]([O:5][CH2:6][CH:7]1[O:9][CH2:8]1)[CH:2]1[O:4][CH2:3]1.[C:10](Cl)(=[O:13])[CH:11]=[CH2:12].N1C=CN=C1. Product: [CH2:1]([O:5][CH2:6][CH:7]1[O:9][CH2:8]1)[CH:2]1[O:4][CH2:3]1.[C:10]([O-:13])(=[O:4])[CH:11]=[CH2:12]. The catalyst class is: 9. (6) Reactant: [C:1]([O:11][CH:12]([CH3:14])[CH3:13])(=[O:10])/[CH:2]=[CH:3]/[C:4]([O:6][CH:7]([CH3:9])[CH3:8])=[O:5].[C:15]([O:25][CH:26]([CH3:28])[CH3:27])(=[O:24])[CH:16]=[CH:17][C:18]1[CH:23]=[CH:22][CH:21]=[CH:20][CH:19]=1.[C:29]([O:33]CC(CO)(C[O:33][C:29](=[O:32])[CH:30]=[CH2:31])C[O:33][C:29](=[O:32])[CH:30]=[CH2:31])(=[O:32])[CH:30]=[CH2:31].C(OOOC(C)(C)C)(=O)C(C)(C)C. Product: [C:4]([O:6][CH:7]([CH3:9])[CH3:8])(=[O:5])/[CH:3]=[CH:2]/[C:1]([O:11][CH:12]([CH3:14])[CH3:13])=[O:10].[C:15]([O:25][CH:26]([CH3:28])[CH3:27])(=[O:24])[CH:16]=[CH:17][C:18]1[CH:19]=[CH:20][CH:21]=[CH:22][CH:23]=1.[C:29]([O-:33])(=[O:32])[CH:30]=[CH2:31]. The catalyst class is: 83. (7) Reactant: [S:1]1[CH:5]=[CH:4][CH:3]=[C:2]1[C:6]([O:8][CH2:9][CH3:10])=[O:7].[Li+].CC([N-]C(C)C)C.[S:19]1[CH:23]=[CH:22][CH:21]=[C:20]1[C:24]([C:26]1[S:27][CH:28]=[CH:29][CH:30]=1)=[O:25]. Product: [OH:25][C:24]([C:20]1[S:19][CH:23]=[CH:22][CH:21]=1)([C:26]1[S:27][CH:28]=[CH:29][CH:30]=1)[C:5]1[S:1][C:2]([C:6]([O:8][CH2:9][CH3:10])=[O:7])=[CH:3][CH:4]=1. The catalyst class is: 1. (8) Reactant: [CH3:1][C:2]1[CH:7]=[C:6]([C:8]#[C:9][C:10]2[CH:17]=[CH:16][C:13]([CH:14]=[O:15])=[CH:12][CH:11]=2)[CH:5]=[C:4]([CH3:18])[N:3]=1. Product: [CH3:1][C:2]1[CH:7]=[C:6]([CH2:8][CH2:9][C:10]2[CH:17]=[CH:16][C:13]([CH:14]=[O:15])=[CH:12][CH:11]=2)[CH:5]=[C:4]([CH3:18])[N:3]=1. The catalyst class is: 8.